This data is from Reaction yield outcomes from USPTO patents with 853,638 reactions. The task is: Predict the reaction yield, written as a fraction of the theoretical maximum amount of product (1.0 means a 100% yield; for example, 0.34 means a 34% yield). (1) The reactants are I[CH2:2][CH2:3][CH2:4][O:5][C:6]1[CH:13]=[CH:12][C:9]([CH:10]=[O:11])=[C:8]([CH3:14])[CH:7]=1.BrCCC[Cl:19].CC1C=C(O)C=CC=1C=O.C([O-])([O-])=O.[K+].[K+]. The catalyst is C(#N)C. The product is [Cl:19][CH2:2][CH2:3][CH2:4][O:5][C:6]1[CH:13]=[CH:12][C:9]([CH:10]=[O:11])=[C:8]([CH3:14])[CH:7]=1. The yield is 0.820. (2) The reactants are [Br:1][C:2]1[CH:3]=[C:4]([CH2:8][NH2:9])[CH:5]=[N:6][CH:7]=1.[CH:10]1([CH:15]=O)[CH2:14][CH2:13][CH2:12][CH2:11]1.[BH3-]C#N.[Na+]. The catalyst is CO. The product is [Br:1][C:2]1[CH:3]=[C:4]([CH2:8][NH:9][CH2:15][CH:10]2[CH2:14][CH2:13][CH2:12][CH2:11]2)[CH:5]=[N:6][CH:7]=1. The yield is 0.793. (3) The reactants are [Cl:1][C:2]1[C:3]([F:9])=[C:4]([CH:6]=[CH:7][CH:8]=1)[NH2:5].[CH:10]([C:12]1[N:13]=[CH:14][NH:15][CH:16]=1)=O.[BH4-].[Na+].O. The catalyst is CO. The product is [Cl:1][C:2]1[C:3]([F:9])=[C:4]([NH:5][CH2:10][C:12]2[NH:13][CH:14]=[N:15][CH:16]=2)[CH:6]=[CH:7][CH:8]=1. The yield is 0.810. (4) The product is [C:20]([C:19]1[C:18]2[C:13](=[CH:14][C:15]([O:22][CH3:23])=[CH:16][CH:17]=2)[N:12]([CH2:24][CH3:25])[C:11]=1[C:8]1[CH:9]=[CH:10][C:5]([O:4][CH2:3][CH2:2][NH:1][C:33](=[O:35])[CH3:34])=[CH:6][CH:7]=1)#[N:21]. The catalyst is C1COCC1. The yield is 0.970. The reactants are [NH2:1][CH2:2][CH2:3][O:4][C:5]1[CH:10]=[CH:9][C:8]([C:11]2[N:12]([CH2:24][CH3:25])[C:13]3[C:18]([C:19]=2[C:20]#[N:21])=[CH:17][CH:16]=[C:15]([O:22][CH3:23])[CH:14]=3)=[CH:7][CH:6]=1.CCN(CC)CC.[C:33](Cl)(=[O:35])[CH3:34]. (5) The reactants are [C:1]1([CH:8]=[CH:7][C:5]([OH:6])=[CH:4][CH:3]=1)[OH:2].Br[CH2:10][CH:11]([CH2:16][CH3:17])[CH2:12][CH2:13][CH2:14][CH3:15].[OH-].[K+].[CH2:20]([CH:22]([CH2:25][CH2:26][CH2:27][CH3:28])[CH2:23]O)[CH3:21]. The catalyst is O. The product is [CH2:16]([CH:11]([CH2:12][CH2:13][CH2:14][CH3:15])[CH2:10][O:2][C:1]1[CH:8]=[CH:7][C:5]([O:6][CH2:23][CH:22]([CH2:20][CH3:21])[CH2:25][CH2:26][CH2:27][CH3:28])=[CH:4][CH:3]=1)[CH3:17]. The yield is 0.420.